From a dataset of Reaction yield outcomes from USPTO patents with 853,638 reactions. Predict the reaction yield, written as a fraction of the theoretical maximum amount of product (1.0 means a 100% yield; for example, 0.34 means a 34% yield). (1) The reactants are [NH:1]1[C:9]2[C:4](=[CH:5][C:6]([N:10]3[CH:15]=[CH:14][C:13]([C:16]4[CH:21]=[CH:20][C:19]([C:22]([F:25])([F:24])[F:23])=[CH:18][CH:17]=4)=[CH:12][C:11]3=[O:26])=[CH:7][CH:8]=2)[CH:3]=[N:2]1.Br[CH2:28][CH2:29][Cl:30].C([O-])([O-])=O.[Cs+].[Cs+]. The catalyst is CS(C)=O.O. The product is [Cl:30][CH2:29][CH2:28][N:1]1[C:9]2[C:4](=[CH:5][C:6]([N:10]3[CH:15]=[CH:14][C:13]([C:16]4[CH:21]=[CH:20][C:19]([C:22]([F:24])([F:25])[F:23])=[CH:18][CH:17]=4)=[CH:12][C:11]3=[O:26])=[CH:7][CH:8]=2)[CH:3]=[N:2]1. The yield is 0.510. (2) The reactants are [H-].[Na+].[O:3]1[C:7]2[CH:8]=[CH:9][CH:10]=[CH:11][C:6]=2[N:5]=[C:4]1[NH:12][C:13](=[O:25])[CH2:14][C:15]1[CH:20]=[CH:19][C:18]([S:21]([CH3:24])(=[O:23])=[O:22])=[CH:17][CH:16]=1.[CH2:26](Br)[C:27]1[CH:32]=[CH:31][CH:30]=[CH:29][CH:28]=1. The catalyst is CN(C=O)C. The product is [O:3]1[C:7]2[CH:8]=[CH:9][CH:10]=[CH:11][C:6]=2[N:5]=[C:4]1[NH:12][C:13](=[O:25])[CH:14]([C:15]1[CH:20]=[CH:19][C:18]([S:21]([CH3:24])(=[O:22])=[O:23])=[CH:17][CH:16]=1)[CH2:26][C:27]1[CH:32]=[CH:31][CH:30]=[CH:29][CH:28]=1. The yield is 0.310. (3) The reactants are [C:1]([C:3]1[C:4]2[S:12][CH:11]=[CH:10][C:5]=2[C:6](=[O:9])[NH:7][CH:8]=1)#[N:2].[Br:13]NC(=O)CCC(N)=O.O. The catalyst is CN(C=O)C. The product is [Br:13][C:11]1[S:12][C:4]2[C:3]([C:1]#[N:2])=[CH:8][NH:7][C:6](=[O:9])[C:5]=2[CH:10]=1. The yield is 0.850. (4) The product is [Br:1][C:2]1[CH:3]=[C:4]([NH:5][C:12](=[O:14])[CH:11]=[N:18][OH:19])[CH:6]=[CH:7][C:8]=1[F:9]. The reactants are [Br:1][C:2]1[CH:3]=[C:4]([CH:6]=[CH:7][C:8]=1[F:9])[NH2:5].Cl[C:11](Cl)(Cl)[CH:12]([OH:14])O.Cl.[NH2:18][OH:19].S([O-])([O-])(=O)=O.[Na+].[Na+].Cl. The catalyst is O. The yield is 0.610.